Dataset: CYP2D6 inhibition data for predicting drug metabolism from PubChem BioAssay. Task: Regression/Classification. Given a drug SMILES string, predict its absorption, distribution, metabolism, or excretion properties. Task type varies by dataset: regression for continuous measurements (e.g., permeability, clearance, half-life) or binary classification for categorical outcomes (e.g., BBB penetration, CYP inhibition). Dataset: cyp2d6_veith. (1) The compound is Nc1ccc(Oc2ccc3nc(-c4ccccc4)c(-c4ccc([N+](=O)[O-])cc4)nc3c2)cc1. The result is 0 (non-inhibitor). (2) The molecule is COc1cccc(-c2cc(C(=O)N/N=C/c3ccc(OC)c(COC(C)=O)c3)c3ccccc3n2)c1. The result is 0 (non-inhibitor). (3) The molecule is CN(C)S(=O)(=O)c1cccc(NC(=O)COC(=O)c2ccc(Br)o2)c1. The result is 0 (non-inhibitor).